Dataset: Full USPTO retrosynthesis dataset with 1.9M reactions from patents (1976-2016). Task: Predict the reactants needed to synthesize the given product. (1) The reactants are: [Cl:1][C:2]1[C:10]([C:11]([O:13]C)=[O:12])=[CH:9][C:8]([CH3:15])=[C:7]2[C:3]=1[CH:4]=[CH:5][NH:6]2.O[Li].O. Given the product [Cl:1][C:2]1[C:10]([C:11]([OH:13])=[O:12])=[CH:9][C:8]([CH3:15])=[C:7]2[C:3]=1[CH:4]=[CH:5][NH:6]2, predict the reactants needed to synthesize it. (2) The reactants are: [CH2:1]([O:8][C:9]1[CH:14]=[CH:13][C:12]([C:15]2[CH:20]=[C:19]([CH:21]([CH3:23])[CH3:22])[CH:18]=[CH:17][C:16]=2[O:24][CH3:25])=[C:11]([CH2:26][N:27]([CH2:35][C:36]2[CH:41]=[C:40]([C:42]([F:45])([F:44])[F:43])[CH:39]=[C:38]([C:46]([F:49])([F:48])[F:47])[CH:37]=2)[C:28]2[N:33]=[CH:32][C:31](Br)=[CH:30][N:29]=2)[CH:10]=1)[C:2]1[CH:7]=[CH:6][CH:5]=[CH:4][CH:3]=1.CC(C)([O-])C.[Na+].C(P(C(C)(C)C)C1C=CC=CC=1C1C=CC=CC=1)(C)(C)C.[NH:77]1[CH2:82][CH2:81][O:80][CH2:79][CH2:78]1. Given the product [CH2:1]([O:8][C:9]1[CH:14]=[CH:13][C:12]([C:15]2[CH:20]=[C:19]([CH:21]([CH3:23])[CH3:22])[CH:18]=[CH:17][C:16]=2[O:24][CH3:25])=[C:11]([CH2:26][N:27]([CH2:35][C:36]2[CH:41]=[C:40]([C:42]([F:45])([F:44])[F:43])[CH:39]=[C:38]([C:46]([F:49])([F:48])[F:47])[CH:37]=2)[C:28]2[N:33]=[CH:32][C:31]([N:77]3[CH2:82][CH2:81][O:80][CH2:79][CH2:78]3)=[CH:30][N:29]=2)[CH:10]=1)[C:2]1[CH:7]=[CH:6][CH:5]=[CH:4][CH:3]=1, predict the reactants needed to synthesize it. (3) The reactants are: [C:1]1([C:7]2[N:12]=[CH:11][C:10]([NH:13][C:14](=[O:19])[CH2:15][C:16]([OH:18])=O)=[CH:9][CH:8]=2)[CH:6]=[CH:5][CH:4]=[CH:3][CH:2]=1.CCN(C(C)C)C(C)C.[CH:29]1[CH:30]=[CH:31]C2N(O)N=[N:35][C:33]=2[CH:34]=1.CCN=C=NCCCN(C)C.Cl.Cl.[Cl:52][C:53]1[CH:58]=[CH:57][CH:56]=[CH:55][C:54]=1[S:59]NC1CCNCC1. Given the product [Cl:52][C:53]1[CH:58]=[CH:57][CH:56]=[CH:55][C:54]=1[S:59][CH:29]1[CH2:30][CH2:31][N:35]([C:16](=[O:18])[CH2:15][C:14]([NH:13][C:10]2[CH:11]=[N:12][C:7]([C:1]3[CH:2]=[CH:3][CH:4]=[CH:5][CH:6]=3)=[CH:8][CH:9]=2)=[O:19])[CH2:33][CH2:34]1, predict the reactants needed to synthesize it. (4) Given the product [C:16]1([NH:14][C:15](=[O:26])[CH:10]([N:13]([CH:22]=[O:24])[CH3:12])[C:7]2([C:1]3[CH:2]=[CH:3][CH:4]=[CH:5][CH:6]=3)[CH2:8][CH2:9]2)[CH2:21][CH2:20][CH2:19][CH2:18][CH:17]=1, predict the reactants needed to synthesize it. The reactants are: [C:1]1([C:7]2([CH:10]=O)[CH2:9][CH2:8]2)[CH:6]=[CH:5][CH:4]=[CH:3][CH:2]=1.[CH3:12][NH2:13].[N+:14]([C:16]1[CH2:21][CH2:20][CH2:19][CH2:18][CH:17]=1)#[C-:15].[CH:22]([OH:24])=O.C[OH:26].